Predict the product of the given reaction. From a dataset of Forward reaction prediction with 1.9M reactions from USPTO patents (1976-2016). (1) Given the reactants [N:1]([CH2:4][C@@H:5]1[O:9][C:8](=[O:10])[N:7]([C:11]2[CH:16]=[CH:15][C:14]([I:17])=[C:13]([F:18])[CH:12]=2)[CH2:6]1)=[N+:2]=[N-:3].[CH3:19][Si:20]([C:23]#[CH:24])([CH3:22])[CH3:21], predict the reaction product. The product is: [F:18][C:13]1[CH:12]=[C:11]([N:7]2[CH2:6][C@H:5]([CH2:4][N:1]3[CH:24]=[C:23]([Si:20]([CH3:22])([CH3:21])[CH3:19])[N:3]=[N:2]3)[O:9][C:8]2=[O:10])[CH:16]=[CH:15][C:14]=1[I:17]. (2) Given the reactants Br[C:2]1[C:3]2[N:4]([CH:18]=[CH:19][N:20]=2)[N:5]=[C:6]([C:8]2[CH:9]=[C:10]([CH:15]=[CH:16][CH:17]=2)[C:11]([O:13][CH3:14])=[O:12])[CH:7]=1.[NH2:21][C:22]1[N:27]=[C:26]([N:28]2[CH2:32][CH2:31][CH2:30][CH:29]2[CH2:33][OH:34])[CH:25]=[CH:24][CH:23]=1.C1C=CC(P(C2C(C3C(P(C4C=CC=CC=4)C4C=CC=CC=4)=CC=C4C=3C=CC=C4)=C3C(C=CC=C3)=CC=2)C2C=CC=CC=2)=CC=1.C([O-])([O-])=O.[Cs+].[Cs+], predict the reaction product. The product is: [OH:34][CH2:33][CH:29]1[CH2:30][CH2:31][CH2:32][N:28]1[C:26]1[N:27]=[C:22]([NH:21][C:2]2[C:3]3[N:4]([CH:18]=[CH:19][N:20]=3)[N:5]=[C:6]([C:8]3[CH:9]=[C:10]([CH:15]=[CH:16][CH:17]=3)[C:11]([O:13][CH3:14])=[O:12])[CH:7]=2)[CH:23]=[CH:24][CH:25]=1. (3) The product is: [CH:22]1([N:25]2[CH:26]=[N:2][N:1]=[C:3]2[C:5]2[N:10]=[C:9]([NH:11][C:12](=[O:21])[O:13][CH2:14][C:15]3[CH:20]=[CH:19][CH:18]=[CH:17][CH:16]=3)[CH:8]=[CH:7][CH:6]=2)[CH2:24][CH2:23]1. Given the reactants [NH:1]([C:3]([C:5]1[N:10]=[C:9]([NH:11][C:12](=[O:21])[O:13][CH2:14][C:15]2[CH:20]=[CH:19][CH:18]=[CH:17][CH:16]=2)[CH:8]=[CH:7][CH:6]=1)=O)[NH2:2].[CH:22]1([NH:25][CH:26]=O)[CH2:24][CH2:23]1.C1(N)CC1.FC(F)(F)C(O)=O, predict the reaction product. (4) Given the reactants C(OC([N:8]1[CH2:22][CH2:21][C:12]2=[C:13](Cl)[N:14]3[C:18]([N:19]=[C:11]2[CH2:10][CH2:9]1)=[CH:17][CH:16]=[N:15]3)=O)(C)(C)C.FC(F)(F)C(O)=O.[S:30]1[C:34]2[CH:35]=[CH:36][CH:37]=[CH:38][C:33]=2[N:32]=[C:31]1[CH:39]1[CH2:42][NH:41][CH2:40]1, predict the reaction product. The product is: [S:30]1[C:34]2[CH:35]=[CH:36][CH:37]=[CH:38][C:33]=2[N:32]=[C:31]1[CH:39]1[CH2:40][N:41]([C:13]2[N:14]3[C:18]([N:19]=[C:11]4[CH2:10][CH2:9][NH:8][CH2:22][CH2:21][C:12]=24)=[CH:17][CH:16]=[N:15]3)[CH2:42]1. (5) Given the reactants [F:1][CH:2]([F:13])[O:3][C:4]1[CH:11]=[CH:10][C:7]([CH:8]=[O:9])=[CH:6][C:5]=1[OH:12].C(=O)([O-])[O-].[K+].[K+].Br[CH2:21][CH:22]1[CH2:24][CH2:23]1, predict the reaction product. The product is: [CH:22]1([CH2:21][O:12][C:5]2[CH:6]=[C:7]([CH:10]=[CH:11][C:4]=2[O:3][CH:2]([F:13])[F:1])[CH:8]=[O:9])[CH2:24][CH2:23]1. (6) Given the reactants [CH2:1]([N:8]([C:16]1[CH:21]=[CH:20][C:19]([CH2:22][CH2:23][CH2:24][C:25]([O:27][CH3:28])=[O:26])=[CH:18][CH:17]=1)[CH2:9][C:10]1[CH:15]=[CH:14][CH:13]=[CH:12][CH:11]=1)[C:2]1[CH:7]=[CH:6][CH:5]=[CH:4][CH:3]=1.[C:29]1([CH2:35][CH2:36][CH2:37]I)[CH:34]=[CH:33][CH:32]=[CH:31][CH:30]=1, predict the reaction product. The product is: [CH2:1]([N:8]([C:16]1[CH:21]=[CH:20][C:19]([CH2:22][CH2:23][CH:24]([CH2:37][CH2:36][CH2:35][C:29]2[CH:34]=[CH:33][CH:32]=[CH:31][CH:30]=2)[C:25]([O:27][CH3:28])=[O:26])=[CH:18][CH:17]=1)[CH2:9][C:10]1[CH:15]=[CH:14][CH:13]=[CH:12][CH:11]=1)[C:2]1[CH:3]=[CH:4][CH:5]=[CH:6][CH:7]=1. (7) Given the reactants [Cl:1][C:2]1[N:3]=[C:4](Cl)[C:5]2[CH2:10][CH2:9][CH:8]([C:11]3[CH:16]=[CH:15][C:14]([F:17])=[CH:13][CH:12]=3)[C:6]=2[N:7]=1.CCN(C(C)C)C(C)C.[F:28][C@H:29]1[CH2:33][CH2:32][NH:31][CH2:30]1, predict the reaction product. The product is: [Cl:1][C:2]1[N:3]=[C:4]([N:31]2[CH2:32][CH2:33][C@H:29]([F:28])[CH2:30]2)[C:5]2[CH2:10][CH2:9][CH:8]([C:11]3[CH:16]=[CH:15][C:14]([F:17])=[CH:13][CH:12]=3)[C:6]=2[N:7]=1. (8) Given the reactants [Br:1][C:2]1[CH:3]=[C:4]2[C:8](=[CH:9][CH:10]=1)[NH:7][C:6]([C:11]([O:13]CC)=O)=[CH:5]2.[H-].[Na+].[C:18](OCCCC)(=O)[CH:19]=C.Cl, predict the reaction product. The product is: [Br:1][C:2]1[CH:10]=[CH:9][C:8]2[N:7]3[CH2:18][CH2:19][C:11](=[O:13])[C:6]3=[CH:5][C:4]=2[CH:3]=1. (9) Given the reactants [C:1]([O:5][C:6](=[O:20])[NH:7][C:8]1[CH:13]=[CH:12][CH:11]=[CH:10][C:9]=1[C:14]1[CH:19]=[CH:18][CH:17]=[CH:16][CH:15]=1)([CH3:4])([CH3:3])[CH3:2].C([Li])(C)(C)C.[Cl:26]C(Cl)(Cl)C(Cl)(Cl)Cl.C(O)(C(F)(F)F)=O, predict the reaction product. The product is: [C:1]([O:5][C:6](=[O:20])[NH:7][C:8]1[C:13]([Cl:26])=[CH:12][CH:11]=[CH:10][C:9]=1[C:14]1[CH:15]=[CH:16][CH:17]=[CH:18][CH:19]=1)([CH3:4])([CH3:2])[CH3:3]. (10) Given the reactants [CH2:1]([O:8][C:9]1[N:14]=[N:13][C:12]([CH2:15][CH2:16][C:17]2[CH:22]=[CH:21][C:20]([CH2:23][CH2:24]OS(C)(=O)=O)=[CH:19][CH:18]=2)=[CH:11][CH:10]=1)[C:2]1[CH:7]=[CH:6][CH:5]=[CH:4][CH:3]=1.[CH3:30][C:31]1([OH:37])[CH2:36][CH2:35][NH:34][CH2:33][CH2:32]1.[I-].[Na+].C(=O)([O-])[O-].[K+].[K+], predict the reaction product. The product is: [CH2:1]([O:8][C:9]1[N:14]=[N:13][C:12]([CH2:15][CH2:16][C:17]2[CH:22]=[CH:21][C:20]([CH2:23][CH2:24][N:34]3[CH2:35][CH2:36][C:31]([CH3:30])([OH:37])[CH2:32][CH2:33]3)=[CH:19][CH:18]=2)=[CH:11][CH:10]=1)[C:2]1[CH:3]=[CH:4][CH:5]=[CH:6][CH:7]=1.